Dataset: Forward reaction prediction with 1.9M reactions from USPTO patents (1976-2016). Task: Predict the product of the given reaction. (1) Given the reactants [Br:1][C:2]1[CH:7]=[CH:6][C:5]([C:8]2[CH:13]=[CH:12][C:11]([C:14](=O)[CH3:15])=[CH:10][CH:9]=2)=[C:4]([F:17])[CH:3]=1.[NH:18]1[CH2:22][CH2:21][CH2:20][CH2:19]1.[BH4-].[Na+], predict the reaction product. The product is: [Br:1][C:2]1[CH:7]=[CH:6][C:5]([C:8]2[CH:13]=[CH:12][C:11]([CH:14]([N:18]3[CH2:22][CH2:21][CH2:20][CH2:19]3)[CH3:15])=[CH:10][CH:9]=2)=[C:4]([F:17])[CH:3]=1. (2) Given the reactants [Cl:1][C:2]1[CH:7]=[CH:6][C:5]([C:8]2[O:12][N:11]=[C:10]([C:13]([OH:15])=O)[CH:9]=2)=[CH:4][CH:3]=1.C(Cl)(=O)C(Cl)=O.[CH:22]([N:25]([CH3:36])[C:26]1[S:27][C:28]2[CH:34]=[C:33]([NH2:35])[CH:32]=[CH:31][C:29]=2[N:30]=1)([CH3:24])[CH3:23], predict the reaction product. The product is: [CH:22]([N:25]([CH3:36])[C:26]1[S:27][C:28]2[CH:34]=[C:33]([NH:35][C:13]([C:10]3[CH:9]=[C:8]([C:5]4[CH:4]=[CH:3][C:2]([Cl:1])=[CH:7][CH:6]=4)[O:12][N:11]=3)=[O:15])[CH:32]=[CH:31][C:29]=2[N:30]=1)([CH3:24])[CH3:23]. (3) Given the reactants [CH:1]1([C:5]2[CH:10]=[C:9]([CH3:11])[C:8]([C:12]([O:14][CH3:15])=[O:13])=[CH:7][C:6]=2[C:16]2[NH:32][C:19]3[CH2:20][CH2:21][N:22](C(OC(C)(C)C)=O)[CH2:23][CH2:24][C:18]=3[N:17]=2)[CH2:4][CH2:3][CH2:2]1.[ClH:33], predict the reaction product. The product is: [ClH:33].[CH:1]1([C:5]2[C:6]([C:16]3[NH:17][C:18]4[CH2:24][CH2:23][NH:22][CH2:21][CH2:20][C:19]=4[N:32]=3)=[CH:7][C:8]([C:12]([O:14][CH3:15])=[O:13])=[C:9]([CH3:11])[CH:10]=2)[CH2:2][CH2:3][CH2:4]1. (4) Given the reactants O[CH2:2][C:3]1[N:8]=[C:7]([NH:9][C:10](=[O:16])[O:11][C:12]([CH3:15])([CH3:14])[CH3:13])[CH:6]=[CH:5][CH:4]=1.N1C=CC=CC=1.O=S(Cl)[Cl:25], predict the reaction product. The product is: [Cl:25][CH2:2][C:3]1[N:8]=[C:7]([NH:9][C:10](=[O:16])[O:11][C:12]([CH3:15])([CH3:14])[CH3:13])[CH:6]=[CH:5][CH:4]=1. (5) Given the reactants [C:1]1(B(O)O)[CH:6]=[CH:5][CH:4]=[CH:3][CH:2]=1.C(OC([O-])=O)([O-])=O.[Na+].[Na+].Br[C:20]1[CH:25]=[C:24]([CH2:26][CH2:27][CH2:28][Br:29])[CH:23]=[CH:22][C:21]=1[NH:30][C:31](=[O:35])[O:32][CH2:33][CH3:34].O, predict the reaction product. The product is: [Br:29][CH2:28][CH2:27][CH2:26][C:24]1[CH:23]=[CH:22][C:21]([NH:30][C:31](=[O:35])[O:32][CH2:33][CH3:34])=[C:20]([C:1]2[CH:6]=[CH:5][CH:4]=[CH:3][CH:2]=2)[CH:25]=1.